This data is from Catalyst prediction with 721,799 reactions and 888 catalyst types from USPTO. The task is: Predict which catalyst facilitates the given reaction. (1) Reactant: I[C:2]1[CH:3]=[C:4]([C:20]([NH:22][CH2:23][C:24]2[CH:29]=[CH:28][C:27]([S:30]([CH3:33])(=[O:32])=[O:31])=[CH:26][CH:25]=2)=[O:21])[C:5](=[O:19])[N:6]([C:9]2[CH:14]=[CH:13][CH:12]=[C:11]([C:15]([F:18])([F:17])[F:16])[CH:10]=2)[C:7]=1[CH3:8].[O:34]1[CH:38]=[CH:37][C:36](B(O)O)=[CH:35]1.C([O-])([O-])=O.[Na+].[Na+]. Product: [CH3:33][S:30]([C:27]1[CH:28]=[CH:29][C:24]([CH2:23][NH:22][C:20]([C:4]2[C:5](=[O:19])[N:6]([C:9]3[CH:14]=[CH:13][CH:12]=[C:11]([C:15]([F:18])([F:17])[F:16])[CH:10]=3)[C:7]([CH3:8])=[C:2]([C:36]3[CH:37]=[CH:38][O:34][CH:35]=3)[CH:3]=2)=[O:21])=[CH:25][CH:26]=1)(=[O:32])=[O:31]. The catalyst class is: 276. (2) Reactant: I[C:2]1[CH:3]=[C:4]([C:8]2[C:20]3[NH:19][C:18]4[C:13](=[CH:14][CH:15]=[CH:16][CH:17]=4)[C:12]=3[CH:11]=[CH:10][CH:9]=2)[CH:5]=[CH:6][CH:7]=1.[OH-].C([N+]([CH2:29][CH3:30])(CC)CC)C. Product: [C:30]1([C:9]2[CH:10]=[CH:11][C:12]3[C:13]4[C:18](=[CH:17][CH:16]=[CH:15][CH:14]=4)[NH:19][C:20]=3[C:8]=2[C:4]2[CH:3]=[CH:2][CH:7]=[CH:6][CH:5]=2)[CH:29]=[CH:6][CH:7]=[CH:2][CH:3]=1. The catalyst class is: 21.